This data is from NCI-60 drug combinations with 297,098 pairs across 59 cell lines. The task is: Regression. Given two drug SMILES strings and cell line genomic features, predict the synergy score measuring deviation from expected non-interaction effect. (1) Drug 1: CC1C(C(CC(O1)OC2CC(CC3=C2C(=C4C(=C3O)C(=O)C5=C(C4=O)C(=CC=C5)OC)O)(C(=O)C)O)N)O.Cl. Drug 2: CCC1=C2CN3C(=CC4=C(C3=O)COC(=O)C4(CC)O)C2=NC5=C1C=C(C=C5)O. Cell line: CAKI-1. Synergy scores: CSS=62.8, Synergy_ZIP=-6.55, Synergy_Bliss=-4.21, Synergy_Loewe=-4.90, Synergy_HSA=0.0771. (2) Drug 1: CC(C1=C(C=CC(=C1Cl)F)Cl)OC2=C(N=CC(=C2)C3=CN(N=C3)C4CCNCC4)N. Drug 2: CN(C)N=NC1=C(NC=N1)C(=O)N. Cell line: NCI-H322M. Synergy scores: CSS=-6.45, Synergy_ZIP=1.76, Synergy_Bliss=-0.777, Synergy_Loewe=-6.22, Synergy_HSA=-4.70. (3) Drug 1: C1CCN(CC1)CCOC2=CC=C(C=C2)C(=O)C3=C(SC4=C3C=CC(=C4)O)C5=CC=C(C=C5)O. Drug 2: CC1=C2C(C(=O)C3(C(CC4C(C3C(C(C2(C)C)(CC1OC(=O)C(C(C5=CC=CC=C5)NC(=O)C6=CC=CC=C6)O)O)OC(=O)C7=CC=CC=C7)(CO4)OC(=O)C)O)C)OC(=O)C. Cell line: HCC-2998. Synergy scores: CSS=33.9, Synergy_ZIP=-2.02, Synergy_Bliss=-8.24, Synergy_Loewe=-39.7, Synergy_HSA=-9.36. (4) Drug 1: COC1=CC(=CC(=C1O)OC)C2C3C(COC3=O)C(C4=CC5=C(C=C24)OCO5)OC6C(C(C7C(O6)COC(O7)C8=CC=CS8)O)O. Drug 2: CC1CCCC2(C(O2)CC(NC(=O)CC(C(C(=O)C(C1O)C)(C)C)O)C(=CC3=CSC(=N3)C)C)C. Cell line: OVCAR-8. Synergy scores: CSS=31.1, Synergy_ZIP=0.255, Synergy_Bliss=-0.547, Synergy_Loewe=-0.537, Synergy_HSA=-0.925.